Dataset: Forward reaction prediction with 1.9M reactions from USPTO patents (1976-2016). Task: Predict the product of the given reaction. (1) Given the reactants Br[C:2]1[C:3]([CH3:22])=[C:4]([N:8]2[N:17]=[CH:16][C:15]3[C:10](=[CH:11][CH:12]=[C:13]([CH:18]4[CH2:20][CH2:19]4)[CH:14]=3)[C:9]2=[O:21])[CH:5]=[CH:6][CH:7]=1.[B:23]1([B:23]2[O:27][C:26]([CH3:29])([CH3:28])[C:25]([CH3:31])([CH3:30])[O:24]2)[O:27][C:26]([CH3:29])([CH3:28])[C:25]([CH3:31])([CH3:30])[O:24]1.C([O-])(=O)C.[K+].O, predict the reaction product. The product is: [CH:18]1([C:13]2[CH:14]=[C:15]3[C:10](=[CH:11][CH:12]=2)[C:9](=[O:21])[N:8]([C:4]2[CH:5]=[CH:6][CH:7]=[C:2]([B:23]4[O:27][C:26]([CH3:29])([CH3:28])[C:25]([CH3:31])([CH3:30])[O:24]4)[C:3]=2[CH3:22])[N:17]=[CH:16]3)[CH2:20][CH2:19]1. (2) The product is: [F:1][C@H:2]1[CH2:19][C@@:17]2([CH3:18])[C@@H:13]([CH2:14][CH2:15][C@@H:16]2[OH:20])[C@H:12]2[C@H:3]1[C:4]1[CH:5]=[CH:6][C:7]([OH:37])=[CH:8][C:9]=1[CH2:10][C@H:11]2[CH2:21][CH2:22][CH2:23][CH2:24][CH2:25][N:26]([CH3:36])[CH2:27][CH2:28][CH2:29][CH2:30][CH2:31][CH2:32][CH2:33][CH2:34][CH3:35]. Given the reactants [F:1][C@H:2]1[CH2:19][C@@:17]2([CH3:18])[C@@H:13]([CH2:14][CH2:15][C:16]2=[O:20])[C@H:12]2[C@H:3]1[C:4]1[CH:5]=[CH:6][C:7]([OH:37])=[CH:8][C:9]=1[CH2:10][C@H:11]2[CH2:21][CH2:22][CH2:23][CH2:24][CH2:25][N:26]([CH3:36])[CH2:27][CH2:28][CH2:29][CH2:30][CH2:31][CH2:32][CH2:33][CH2:34][CH3:35].[BH4-].[Na+], predict the reaction product. (3) Given the reactants [CH3:1][S:2](Cl)(=[O:4])=[O:3].[C:6]([C:10]1[CH:11]=[C:12]([N+:20]([O-:22])=[O:21])[C:13]([O:18][CH3:19])=[C:14]([CH2:16][OH:17])[CH:15]=1)([CH3:9])([CH3:8])[CH3:7].C(N(CC)CC)C, predict the reaction product. The product is: [CH3:1][S:2]([O:17][CH2:16][C:14]1[CH:15]=[C:10]([C:6]([CH3:9])([CH3:7])[CH3:8])[CH:11]=[C:12]([N+:20]([O-:22])=[O:21])[C:13]=1[O:18][CH3:19])(=[O:4])=[O:3]. (4) Given the reactants C[Si]([N-][Si](C)(C)C)(C)C.[Li+].CCCCCC.[Br:17][C:18]1[C:19]([CH3:23])=[N:20][NH:21][CH:22]=1.N#N.Cl[C:27]([O:29][CH3:30])=[O:28].[NH4+].[Cl-], predict the reaction product. The product is: [CH3:30][O:29][C:27]([N:20]1[C:19]([CH3:23])=[C:18]([Br:17])[CH:22]=[N:21]1)=[O:28]. (5) Given the reactants [Br:1][C:2]1[CH:3]=[N:4][C:5]2[N:6]([N:8]=[C:9]([C:11](N3CCC4C=CNC=4C3C)=[O:12])[CH:10]=2)[CH:7]=1.[F:23][C:24]1[O:25][C:26]2[CH2:31][CH2:30][NH:29][CH:28]([CH3:32])[C:27]=2[N:33]=1, predict the reaction product. The product is: [Br:1][C:2]1[CH:3]=[N:4][C:5]2[N:6]([N:8]=[C:9]([C:11]([N:29]3[CH2:30][CH2:31][C:26]4[O:25][C:24]([F:23])=[N:33][C:27]=4[CH:28]3[CH3:32])=[O:12])[CH:10]=2)[CH:7]=1. (6) Given the reactants [O:1]=[C:2]1[NH:16][C:5]2([C:13]3[CH:12]=[CH:11][CH:10]=[C:9]([C:14]#[N:15])[C:8]=3[CH2:7][CH2:6]2)[C:4](=[O:17])[NH:3]1.Br[CH2:19][C:20]([O:22][C:23]([CH3:26])([CH3:25])[CH3:24])=[O:21].C([O-])([O-])=O.[K+].[K+], predict the reaction product. The product is: [C:14]([C:9]1[CH:10]=[CH:11][CH:12]=[C:13]2[C:8]=1[CH2:7][CH2:6][C:5]12[C:4](=[O:17])[N:3]([CH2:19][C:20]([O:22][C:23]([CH3:26])([CH3:25])[CH3:24])=[O:21])[C:2](=[O:1])[NH:16]1)#[N:15]. (7) Given the reactants [OH:1][CH:2]1[CH2:7][CH2:6][N:5](C(OC(C)(C)C)=O)[CH2:4][CH2:3]1.N(C(OC(C)(C)C)=O)=NC(OC(C)(C)C)=O.[Br:31][C:32]1[CH:37]=[CH:36][C:35]([F:38])=[CH:34][C:33]=1O.C1(P(C2C=CC=CC=2)C2C=CC=CC=2)C=CC=CC=1, predict the reaction product. The product is: [Br:31][C:32]1[CH:37]=[CH:36][C:35]([F:38])=[CH:34][C:33]=1[O:1][CH:2]1[CH2:3][CH2:4][NH:5][CH2:6][CH2:7]1.